Dataset: Catalyst prediction with 721,799 reactions and 888 catalyst types from USPTO. Task: Predict which catalyst facilitates the given reaction. (1) Reactant: [CH3:1][OH:2].C[O-].[Na+].[CH2:6]([O:8][C:9](=[O:19])[C:10]1[CH:15]=[CH:14][C:13]([Br:16])=[C:12]([CH2:17]Br)[CH:11]=1)[CH3:7].Cl. Product: [CH2:6]([O:8][C:9](=[O:19])[C:10]1[CH:15]=[CH:14][C:13]([Br:16])=[C:12]([CH2:17][O:2][CH3:1])[CH:11]=1)[CH3:7]. The catalyst class is: 9. (2) Reactant: [Cl:1][C:2]1[CH:7]=[CH:6][C:5]([N:8]2[CH2:13][CH2:12][N:11]([CH3:14])[CH2:10][CH2:9]2)=[CH:4][C:3]=1[C:15](=[O:29])/[CH:16]=[CH:17]/[C:18]1[CH:23]=[CH:22][C:21](/[CH:24]=[CH:25]/[C:26]([OH:28])=O)=[CH:20][CH:19]=1.C1C=CC2[N:38]([OH:39])N=NC=2C=1.C(Cl)CCl.NOC1CCCCO1. Product: [ClH:1].[Cl:1][C:2]1[CH:7]=[CH:6][C:5]([N:8]2[CH2:9][CH2:10][N:11]([CH3:14])[CH2:12][CH2:13]2)=[CH:4][C:3]=1[C:15](=[O:29])/[CH:16]=[CH:17]/[C:18]1[CH:19]=[CH:20][C:21](/[CH:24]=[CH:25]/[C:26]([NH:38][OH:39])=[O:28])=[CH:22][CH:23]=1. The catalyst class is: 18. (3) The catalyst class is: 7. Reactant: C(=O)([O-])[O-].[K+].[K+].[CH2:7]([O:14][C:15]1[CH:20]=[CH:19][CH:18]=[C:17](F)[C:16]=1[N+:22]([O-:24])=[O:23])[C:8]1[CH:13]=[CH:12][CH:11]=[CH:10][CH:9]=1.[CH2:25]([NH2:32])[C:26]1[CH:31]=[CH:30][CH:29]=[CH:28][CH:27]=1. Product: [CH2:25]([NH:32][C:17]1[CH:18]=[CH:19][CH:20]=[C:15]([O:14][CH2:7][C:8]2[CH:13]=[CH:12][CH:11]=[CH:10][CH:9]=2)[C:16]=1[N+:22]([O-:24])=[O:23])[C:26]1[CH:31]=[CH:30][CH:29]=[CH:28][CH:27]=1. (4) Reactant: [C:1]([C:5]1[CH:10]=[CH:9][C:8]([N:11]2[CH:15]([C:16]3[CH:21]=[CH:20][C:19](Cl)=[C:18]([N+:23]([O-:25])=[O:24])[CH:17]=3)[CH2:14][CH2:13][CH:12]2[C:26]2[CH:31]=[CH:30][C:29](Cl)=[C:28]([N+:33]([O-:35])=[O:34])[CH:27]=2)=[CH:7][CH:6]=1)([CH3:4])([CH3:3])[CH3:2].[CH3:36][O:37][C:38]1[CH:45]=[CH:44][C:41]([CH2:42][NH2:43])=[CH:40][CH:39]=1. Product: [C:1]([C:5]1[CH:10]=[CH:9][C:8]([N:11]2[CH:15]([C:16]3[CH:21]=[CH:20][C:19]([NH:43][CH2:42][C:41]4[CH:44]=[CH:45][C:38]([O:37][CH3:36])=[CH:39][CH:40]=4)=[C:18]([N+:23]([O-:25])=[O:24])[CH:17]=3)[CH2:14][CH2:13][CH:12]2[C:26]2[CH:31]=[CH:30][C:29]([NH:43][CH2:42][C:41]3[CH:44]=[CH:45][C:38]([O:37][CH3:36])=[CH:39][CH:40]=3)=[C:28]([N+:33]([O-:35])=[O:34])[CH:27]=2)=[CH:7][CH:6]=1)([CH3:4])([CH3:3])[CH3:2]. The catalyst class is: 4. (5) Reactant: Cl.O.[OH:3][C:4]12[C:15]3[C:10](=[C:11]([N+:16]([O-])=O)[CH:12]=[CH:13][CH:14]=3)[C:9](=[O:19])[C:8]1([NH:20][C:21](=[O:30])[C:22]1[CH:27]=[CH:26][CH:25]=[CH:24][C:23]=1[O:28][CH3:29])[C:7]1[CH:31]=[CH:32][C:33]([CH:35]([CH3:37])[CH3:36])=[CH:34][C:6]=1[O:5]2. The catalyst class is: 186. Product: [NH2:16][C:11]1[CH:12]=[CH:13][CH:14]=[C:15]2[C:10]=1[C:9](=[O:19])[C:8]1([NH:20][C:21](=[O:30])[C:22]3[CH:27]=[CH:26][CH:25]=[CH:24][C:23]=3[O:28][CH3:29])[C:7]3[CH:31]=[CH:32][C:33]([CH:35]([CH3:37])[CH3:36])=[CH:34][C:6]=3[O:5][C:4]12[OH:3]. (6) Reactant: [C:1]1([S:11]([OH:14])(=[O:13])=[O:12])[C:10]2[C:5](=[CH:6][CH:7]=[CH:8][CH:9]=2)[CH:4]=[CH:3][CH:2]=1.C=O.[C:17]1(S(O)(=O)=O)[C:26]2[C:21](=[CH:22][CH:23]=[CH:24][CH:25]=2)[CH:20]=[CH:19][CH:18]=1.C=O. Product: [C:1]1([S:11]([OH:14])(=[O:12])=[O:13])[C:10]2[C:5](=[CH:6][CH:7]=[CH:8][CH:9]=2)[CH:4]=[CH:3][CH:2]=1.[CH:25]1[C:26]2[C:21](=[CH:20][CH:19]=[CH:18][CH:17]=2)[CH:22]=[CH:23][CH:24]=1. The catalyst class is: 6. (7) Reactant: [CH3:1][N:2]1[C:10]2[C:5](=[CH:6][CH:7]=[CH:8][CH:9]=2)[CH:4]=[C:3]1[C:11]1[S:15][C:14]([NH2:16])=[N:13][CH:12]=1.[Cl:17][C:18]1[CH:26]=[CH:25][CH:24]=[CH:23][C:19]=1[C:20](Cl)=[O:21].CCN(C(C)C)C(C)C. Product: [Cl:17][C:18]1[CH:26]=[CH:25][CH:24]=[CH:23][C:19]=1[C:20]([NH:16][C:14]1[S:15][C:11]([C:3]2[N:2]([CH3:1])[C:10]3[C:5]([CH:4]=2)=[CH:6][CH:7]=[CH:8][CH:9]=3)=[CH:12][N:13]=1)=[O:21]. The catalyst class is: 64.